Dataset: Full USPTO retrosynthesis dataset with 1.9M reactions from patents (1976-2016). Task: Predict the reactants needed to synthesize the given product. The reactants are: [CH3:1][CH:2]([CH2:10][CH:11]=[CH2:12])[CH:3]([OH:9])[CH2:4][C:5]([O:7]C)=[O:6]. Given the product [CH3:1][CH:2]([CH2:10][CH:11]=[CH2:12])[CH:3]([OH:9])[CH2:4][C:5]([OH:7])=[O:6], predict the reactants needed to synthesize it.